From a dataset of Full USPTO retrosynthesis dataset with 1.9M reactions from patents (1976-2016). Predict the reactants needed to synthesize the given product. (1) Given the product [C:20]1([CH3:30])[CH:21]=[CH:22][C:23]([S:26]([OH:29])(=[O:27])=[O:28])=[CH:24][CH:25]=1.[NH2:12][CH:7]([CH2:8][CH:9]([CH3:11])[CH3:10])[C:5]([NH:4][CH2:3][C:1]#[N:2])=[O:6], predict the reactants needed to synthesize it. The reactants are: [C:1]([CH2:3][NH:4][C:5]([CH:7]([NH:12]C(=O)OC(C)(C)C)[CH2:8][CH:9]([CH3:11])[CH3:10])=[O:6])#[N:2].[C:20]1([CH3:30])[CH:25]=[CH:24][C:23]([S:26]([OH:29])(=[O:28])=[O:27])=[CH:22][CH:21]=1. (2) Given the product [NH2:41][CH2:42][CH2:43][CH2:44][NH:45][C:19]([C:17]1[N:16]=[C:15]2[C:11]([N:12]=[CH:13][N:14]2[C@H:23]2[C@H:27]([OH:28])[C@H:26]([OH:29])[C@@H:25]([C:30]([NH:32][CH2:33][CH3:34])=[O:31])[O:24]2)=[C:10]([NH:9][CH2:8][CH:7]([C:35]2[CH:40]=[CH:39][CH:38]=[CH:37][CH:36]=2)[C:1]2[CH:2]=[CH:3][CH:4]=[CH:5][CH:6]=2)[N:18]=1)=[O:21], predict the reactants needed to synthesize it. The reactants are: [C:1]1([CH:7]([C:35]2[CH:40]=[CH:39][CH:38]=[CH:37][CH:36]=2)[CH2:8][NH:9][C:10]2[N:18]=[C:17]([C:19]([O:21]C)=O)[N:16]=[C:15]3[C:11]=2[N:12]=[CH:13][N:14]3[C@H:23]2[C@H:27]([OH:28])[C@H:26]([OH:29])[C@@H:25]([C:30]([NH:32][CH2:33][CH3:34])=[O:31])[O:24]2)[CH:6]=[CH:5][CH:4]=[CH:3][CH:2]=1.[NH2:41][CH2:42][CH2:43][CH2:44][NH2:45].